This data is from Reaction yield outcomes from USPTO patents with 853,638 reactions. The task is: Predict the reaction yield, written as a fraction of the theoretical maximum amount of product (1.0 means a 100% yield; for example, 0.34 means a 34% yield). (1) The product is [CH2:22]([O:21][CH2:20][C:6]#[C:7][C:8]([C:9]1[CH:14]=[CH:13][CH:12]=[CH:11][CH:10]=1)=[O:15])[CH:18]=[CH:19][C:9]1[CH:14]=[CH:13][CH:12]=[CH:11][CH:10]=1. The catalyst is Cl[Pd](Cl)([P](C1C=CC=CC=1)(C1C=CC=CC=1)C1C=CC=CC=1)[P](C1C=CC=CC=1)(C1C=CC=CC=1)C1C=CC=CC=1.[Cu]I. The yield is 0.690. The reactants are C(N([CH2:6][CH3:7])CC)C.[C:8](Cl)(=[O:15])[C:9]1[CH:14]=[CH:13][CH:12]=[CH:11][CH:10]=1.O.[CH2:18]1[CH2:22][O:21][CH2:20][CH2:19]1. (2) The reactants are Cl[C:2]1[N:7]=[C:6]([CH3:8])[C:5]([CH:9]([CH2:14][CH2:15][CH3:16])[C:10]([O:12][CH3:13])=[O:11])=[C:4]([C:17]2[CH:22]=[CH:21][C:20]([CH3:23])=[CH:19][CH:18]=2)[N:3]=1.[CH3:24][C:25]1[CH:26]=[CH:27][C:28]([S:31]([NH2:34])(=[O:33])=[O:32])=[CH:29][CH:30]=1.CC1(C)C2C(=C(P(C3C=CC=CC=3)C3C=CC=CC=3)C=CC=2)OC2C(P(C3C=CC=CC=3)C3C=CC=CC=3)=CC=CC1=2. The catalyst is O1CCOCC1.C([O-])(=O)C.[Pd+2].C([O-])(=O)C. The product is [CH3:8][C:6]1[C:5]([CH:9]([CH2:14][CH2:15][CH3:16])[C:10]([O:12][CH3:13])=[O:11])=[C:4]([C:17]2[CH:22]=[CH:21][C:20]([CH3:23])=[CH:19][CH:18]=2)[N:3]=[C:2]([NH:34][S:31]([C:28]2[CH:29]=[CH:30][C:25]([CH3:24])=[CH:26][CH:27]=2)(=[O:32])=[O:33])[N:7]=1. The yield is 0.220. (3) The reactants are C[O:2][C:3]([C:5]1[CH:10]=[C:9]([O:11][C:12]2[CH:17]=[CH:16][C:15]([NH:18][C:19]([O:21][CH2:22][C:23]3[CH:28]=[CH:27][CH:26]=[CH:25][CH:24]=3)=[O:20])=[CH:14][C:13]=2[F:29])[CH:8]=[CH:7][N:6]=1)=[O:4].[OH-].[Li+].Cl. The catalyst is CO.CN(C)C=O.O. The product is [CH2:22]([O:21][C:19]([NH:18][C:15]1[CH:16]=[CH:17][C:12]([O:11][C:9]2[CH:8]=[CH:7][N:6]=[C:5]([C:3]([OH:4])=[O:2])[CH:10]=2)=[C:13]([F:29])[CH:14]=1)=[O:20])[C:23]1[CH:24]=[CH:25][CH:26]=[CH:27][CH:28]=1. The yield is 0.923. (4) The reactants are [CH2:1]([C:4]1[CH:5]=[N:6][CH:7]=[CH:8][CH:9]=1)[CH2:2][CH3:3]. The catalyst is CC(O)=O.O=[Pt]=O. The product is [CH2:1]([CH:4]1[CH2:9][CH2:8][CH2:7][NH:6][CH2:5]1)[CH2:2][CH3:3]. The yield is 0.950. (5) The reactants are [CH:1]([C:4]1[CH:8]=[C:7]([NH2:9])[O:6][N:5]=1)([CH3:3])[CH3:2].C(=O)([O-])[O-].[K+].[K+].Cl[C:17]([O:19][C:20]1[CH:25]=[CH:24][CH:23]=[CH:22][CH:21]=1)=[O:18]. The catalyst is O1CCCC1. The product is [CH:1]([C:4]1[CH:8]=[C:7]([NH:9][C:17](=[O:18])[O:19][C:20]2[CH:25]=[CH:24][CH:23]=[CH:22][CH:21]=2)[O:6][N:5]=1)([CH3:3])[CH3:2]. The yield is 0.680. (6) The reactants are [Cl:1][C:2]1[CH:8]=[C:7]([O:9][C:10]2[C:11]3[N:18]([CH:19]([CH3:21])[CH3:20])[CH:17]=[CH:16][C:12]=3[N:13]=[CH:14][N:15]=2)[CH:6]=[CH:5][C:3]=1[NH2:4].C(N(CC)CC)C.[F:29][C:30]([F:41])([F:40])[C:31]1[CH:32]=[C:33]([N:37]=[C:38]=[O:39])[CH:34]=[CH:35][CH:36]=1. The yield is 0.750. The product is [Cl:1][C:2]1[CH:8]=[C:7]([O:9][C:10]2[C:11]3[N:18]([CH:19]([CH3:21])[CH3:20])[CH:17]=[CH:16][C:12]=3[N:13]=[CH:14][N:15]=2)[CH:6]=[CH:5][C:3]=1[NH:4][C:38]([NH:37][C:33]1[CH:34]=[CH:35][CH:36]=[C:31]([C:30]([F:29])([F:40])[F:41])[CH:32]=1)=[O:39]. The catalyst is O1CCCC1. (7) The reactants are [NH:1]1[C:9]2[C:4](=[C:5]([N:10]3[CH2:15][CH2:14][N:13]([CH2:16][CH:17]4[CH2:26][CH2:25][C:24]5[C:19](=[CH:20][CH:21]=[CH:22][CH:23]=5)[NH:18]4)[CH2:12][CH2:11]3)[CH:6]=[CH:7][CH:8]=2)[CH:3]=[CH:2]1.CCN(C(C)C)C(C)C.[CH:36]1([C:42](Cl)=[O:43])[CH2:41][CH2:40][CH2:39][CH2:38][CH2:37]1. The catalyst is C1(C)C=CC=CC=1. The product is [CH:36]1([C:42]([N:18]2[C:19]3[C:24](=[CH:23][CH:22]=[CH:21][CH:20]=3)[CH2:25][CH2:26][CH:17]2[CH2:16][N:13]2[CH2:14][CH2:15][N:10]([C:5]3[CH:6]=[CH:7][CH:8]=[C:9]4[C:4]=3[CH:3]=[CH:2][NH:1]4)[CH2:11][CH2:12]2)=[O:43])[CH2:41][CH2:40][CH2:39][CH2:38][CH2:37]1. The yield is 0.330.